Task: Binary Classification. Given a miRNA mature sequence and a target amino acid sequence, predict their likelihood of interaction.. Dataset: Experimentally validated miRNA-target interactions with 360,000+ pairs, plus equal number of negative samples (1) The miRNA is mmu-miR-466i-3p with sequence AUACACACACACAUACACACUA. The protein sequence of the target gene is MAWSASVRGLGQRVLACSRELPGAWRTLHTSAVCAKNRAARVRVAKGNKPVSYEEAHAPHYIAHRKGWLSLHTGNLDGEDHAAERTLEDVFLRKFMMGTFPGCLADQIVLKRRANQVDICALVLRQLPAHKFYFLVGYSETLLSHFYKCPVRLHLQTVPSKVVYKYI. Result: 1 (interaction). (2) The miRNA is hsa-miR-3646 with sequence AAAAUGAAAUGAGCCCAGCCCA. The protein sequence of the target gene is MLLSSPTTPSRGRTPSAVERLEADKAKYVKTHQVIVRRQEPALRGGPGPLTPHPCNELGASASPRTPGPARRGSGRRQPRPDSLIFYRQKRDCKASVNKENAKGQGLVRRLFLGATRDAAPSSPAPTERPGAPAGWAGSPDTPEATGKRAVCPTCSLPLSEKERFFNYCGLERALVEVLGAERFSPQSWGAEHGPQVATSPPPGSGDTSDWTSSDRDAGSPDCAGGGGGSEAAGSARDGRPTVSVVERNARVIQWLYGCQRARAPPRESEV. Result: 0 (no interaction).